From a dataset of Retrosynthesis with 50K atom-mapped reactions and 10 reaction types from USPTO. Predict the reactants needed to synthesize the given product. Given the product CCC(O)C1(c2onc(-c3ccc(O[Si](C)(C)C(C)(C)C)cc3)c2-c2ccccc2)CC1, predict the reactants needed to synthesize it. The reactants are: CC(C)(C)[Si](C)(C)Oc1ccc(-c2noc(C3(C=O)CC3)c2-c2ccccc2)cc1.CC[Mg+].